Predict the reaction yield, written as a fraction of the theoretical maximum amount of product (1.0 means a 100% yield; for example, 0.34 means a 34% yield). From a dataset of Reaction yield outcomes from USPTO patents with 853,638 reactions. (1) The reactants are [Br:1][C:2]1[CH:3]=[C:4]([CH:7]=[C:8]([O:10]C)[CH:9]=1)[CH:5]=O.Cl.NO.FC(F)(F)C(OC(=O)C(F)(F)F)=O.[N:28]1C(C)=CC(C)=CC=1C.[Li+].[I-]. The catalyst is N1C=CC=CC=1.CCO.C(Cl)(Cl)Cl. The product is [Br:1][C:2]1[CH:3]=[C:4]([CH:7]=[C:8]([OH:10])[CH:9]=1)[C:5]#[N:28]. The yield is 0.920. (2) The reactants are [Cl:1][C:2]1[CH:3]=[C:4]([C:9]2[CH:10]=[C:11]3[C:16]4=[C:17]([C@H:19]5[CH2:24][N:23](C(OC(C)(C)C)=O)[CH2:22][CH2:21][C@H:20]5[N:15]4[CH2:14][CH2:13][CH2:12]3)[CH:18]=2)[CH:5]=[CH:6][C:7]=1[Cl:8].N. No catalyst specified. The product is [Cl:1][C:2]1[CH:3]=[C:4]([C:9]2[CH:10]=[C:11]3[C:16]4=[C:17]([C@H:19]5[CH2:24][NH:23][CH2:22][CH2:21][C@H:20]5[N:15]4[CH2:14][CH2:13][CH2:12]3)[CH:18]=2)[CH:5]=[CH:6][C:7]=1[Cl:8]. The yield is 1.00. (3) The reactants are [C:1]([C:5]1[CH:10]=[CH:9][C:8]([CH2:11][C:12]#[N:13])=[CH:7][CH:6]=1)([CH3:4])([CH3:3])[CH3:2].C[O:15][C:16]([C:18]1[N:22]([CH3:23])[N:21]=[C:20]([CH3:24])[C:19]=1[CH3:25])=O.C(OCCOCCO)C.CO.C[O-].[Na+]. The catalyst is COCCOCCOC.CCCCCCC. The product is [C:1]([C:5]1[CH:6]=[CH:7][C:8]([CH:11]([C:16]([C:18]2[N:22]([CH3:23])[N:21]=[C:20]([CH3:24])[C:19]=2[CH3:25])=[O:15])[C:12]#[N:13])=[CH:9][CH:10]=1)([CH3:4])([CH3:2])[CH3:3]. The yield is 0.955. (4) The reactants are [Cl:1][C:2]1[CH:19]=[CH:18][C:17]([C:20]([F:23])([F:22])[F:21])=[CH:16][C:3]=1[CH2:4][N:5]1[CH2:10][CH2:9][NH:8][C:7]2[N:11]=[CH:12][C:13](I)=[CH:14][C:6]1=2.[CH3:24][N:25]1[CH2:30][CH2:29][N:28]([C:31]2[CH:36]=[CH:35][C:34](B3OC(C)(C)C(C)(C)O3)=[CH:33][N:32]=2)[CH2:27][CH2:26]1. No catalyst specified. The product is [Cl:1][C:2]1[CH:19]=[CH:18][C:17]([C:20]([F:23])([F:22])[F:21])=[CH:16][C:3]=1[CH2:4][N:5]1[CH2:10][CH2:9][NH:8][C:7]2[N:11]=[CH:12][C:13]([C:34]3[CH:33]=[N:32][C:31]([N:28]4[CH2:27][CH2:26][N:25]([CH3:24])[CH2:30][CH2:29]4)=[CH:36][CH:35]=3)=[CH:14][C:6]1=2. The yield is 0.130. (5) The reactants are [CH3:1][O-:2].[Na+].[Cl:4][C:5]1[C:10]([N+:11]([O-:13])=[O:12])=[C:9](Cl)[N:8]=[CH:7][N:6]=1. The catalyst is CO. The product is [Cl:4][C:5]1[C:10]([N+:11]([O-:13])=[O:12])=[C:9]([O:2][CH3:1])[N:8]=[CH:7][N:6]=1. The yield is 0.400. (6) The reactants are [Br:1][C:2]1[CH:3]=[C:4]([CH:7]=[C:8]([F:10])[CH:9]=1)[CH:5]=O.[CH3:11][S:12]([NH2:15])(=[O:14])=[O:13].[BH-](OC(C)=O)(OC(C)=O)OC(C)=O.[Na+]. The catalyst is ClCCCl. The product is [Br:1][C:2]1[CH:3]=[C:4]([CH:7]=[C:8]([F:10])[CH:9]=1)[CH2:5][NH:15][S:12]([CH3:11])(=[O:14])=[O:13]. The yield is 0.990. (7) The reactants are Br[C:2]1[S:3][CH:4]=[C:5]([Br:7])[N:6]=1.O.[CH3:9][N:10](C=O)[CH3:11]. No catalyst specified. The product is [CH3:9][N:10]([CH3:11])[C:2]1[S:3][CH:4]=[C:5]([Br:7])[N:6]=1. The yield is 0.890. (8) The reactants are [Cl:1][C:2]1[N:7]=[C:6](SC)[N:5]=[C:4]([C:10]2[N:14]3[CH:15]=[C:16]([F:19])[CH:17]=[CH:18][C:13]3=[N:12][C:11]=2[C:20]([F:23])([F:22])[F:21])[CH:3]=1.[O-][Mn](=O)(=O)=O.[K+].[OH:30][S:31]([OH:34])(=O)=O.[C:35](#N)C. No catalyst specified. The product is [Cl:1][C:2]1[N:7]=[C:6]([S:31]([CH3:35])(=[O:34])=[O:30])[N:5]=[C:4]([C:10]2[N:14]3[CH:15]=[C:16]([F:19])[CH:17]=[CH:18][C:13]3=[N:12][C:11]=2[C:20]([F:23])([F:21])[F:22])[CH:3]=1. The yield is 0.820. (9) The reactants are Br[C:2]1[CH:7]=[CH:6][C:5]([CH:8]2[CH2:12][CH2:11][CH2:10][N:9]2[CH3:13])=[CH:4][CH:3]=1.F[B-](F)(F)F.F[B-](F)(F)F.C1(P(C2CCCCC2)CCCP(C2CCCCC2)C2CCCCC2)CCCCC1.[C:53](=[O:56])([O-])[O-].[K+].[K+].[NH2:59][C:60]1[CH:61]=[CH:62][C:63]([CH3:82])=[C:64]([C:66]2[CH:75]=[C:74]3[C:69]([CH:70]=[C:71]([NH:76][C:77]([CH:79]4[CH2:81][CH2:80]4)=[O:78])[N:72]=[CH:73]3)=[CH:68][CH:67]=2)[CH:65]=1.CN(C)C=O. The catalyst is C([O-])(=O)C.[Pd+2].C([O-])(=O)C. The product is [CH:79]1([C:77]([NH:76][C:71]2[N:72]=[CH:73][C:74]3[C:69]([CH:70]=2)=[CH:68][CH:67]=[C:66]([C:64]2[CH:65]=[C:60]([NH:59][C:53](=[O:56])[C:2]4[CH:7]=[CH:6][C:5]([CH:8]5[CH2:12][CH2:11][CH2:10][N:9]5[CH3:13])=[CH:4][CH:3]=4)[CH:61]=[CH:62][C:63]=2[CH3:82])[CH:75]=3)=[O:78])[CH2:80][CH2:81]1. The yield is 0.0800. (10) The reactants are C(P(CCCC)CCCC)CCC.N(C(N1CCCCC1)=O)=NC(N1CCCCC1)=O.[Cl:32][C:33]1[CH:34]=[C:35]([CH:49]=[CH:50][C:51]=1[F:52])[O:36][C:37]1[CH:38]=[CH:39][C:40]2[N:44]=[C:43]([CH2:45][OH:46])[N:42]([CH3:47])[C:41]=2[CH:48]=1.O[C:54]1[CH:55]=[C:56]([CH:61]=[CH:62][CH:63]=1)[C:57]([O:59][CH3:60])=[O:58]. The catalyst is C1(C)C=CC=CC=1. The product is [ClH:32].[Cl:32][C:33]1[CH:34]=[C:35]([CH:49]=[CH:50][C:51]=1[F:52])[O:36][C:37]1[CH:38]=[CH:39][C:40]2[N:44]=[C:43]([CH2:45][O:46][C:54]3[CH:55]=[C:56]([CH:61]=[CH:62][CH:63]=3)[C:57]([O:59][CH3:60])=[O:58])[N:42]([CH3:47])[C:41]=2[CH:48]=1. The yield is 0.670.